This data is from Human Reference Interactome with 51,813 positive PPI pairs across 8,248 proteins, plus equal number of experimentally-validated negative pairs. The task is: Binary Classification. Given two protein amino acid sequences, predict whether they physically interact or not. Protein 1 (ENSG00000242389) has sequence MVEADHPGKLFIGGLNRETNEKMLKAVFGKHGPISEVLLIKDRTSKSRGFAFITFENPADAKNAAKDMNGKMMVDTLLISR*MVEADHPGKLFIGGLNRETNEKMLKAVFGKHGPISEVLLIKDRTSKSRGFAFITFENPADAKNAAKDMNGKSLHGKAIKVEQAKKPSFQSGGRRRPPASSRNRSPSGSLRSARGSRGGTRGWLPSQEGHLDDGGYTPDLKMSYSRGLIPVKRGPSSRSGGPPPKKSAPSAVARSNSWMGSQGPMSQRRENYGVPPRRATISSWRNDRMSTRHDGYATN.... Protein 2 (ENSG00000196407) has sequence MIRRCFQVAARLGHHRGLLEAPRILPRLNPASAFGSSTDSMFSRFLPEKTDLKDYALPNASWCSDMLSLYQEFLEKTKSSGWIKLPSFKSNRDHIRGLKLPSGLAVSSDKGDCRIFTRCIQVEGQGFEYVIFFQPTQKKSVCLFQPGSYLEGPPGFAHGGSLAAMMDETFSKTAFLAGEGLFTLSLNIRFKNLIPVDSLVVMDVELDKIEDQKLYMSCIAHSRDQQTVYAKSSGVFLQLQLEEESPQ*XCIQVEGQGFEYVIFFQPTQKKSVCLFQPGSYLEGPPGFAHGGSLAAMMDET.... Result: 0 (the proteins do not interact).